From a dataset of Merck oncology drug combination screen with 23,052 pairs across 39 cell lines. Regression. Given two drug SMILES strings and cell line genomic features, predict the synergy score measuring deviation from expected non-interaction effect. (1) Drug 1: CN(C)C(=N)N=C(N)N. Drug 2: CNC(=O)c1cc(Oc2ccc(NC(=O)Nc3ccc(Cl)c(C(F)(F)F)c3)cc2)ccn1. Cell line: ES2. Synergy scores: synergy=4.65. (2) Drug 1: O=C(CCCCCCC(=O)Nc1ccccc1)NO. Drug 2: CNC(=O)c1cc(Oc2ccc(NC(=O)Nc3ccc(Cl)c(C(F)(F)F)c3)cc2)ccn1. Cell line: VCAP. Synergy scores: synergy=-6.25. (3) Drug 1: NC(=O)c1cccc2cn(-c3ccc(C4CCCNC4)cc3)nc12. Drug 2: CC(C)CC(NC(=O)C(Cc1ccccc1)NC(=O)c1cnccn1)B(O)O. Cell line: OV90. Synergy scores: synergy=-4.58. (4) Drug 1: N.N.O=C(O)C1(C(=O)O)CCC1.[Pt]. Drug 2: CC1(c2nc3c(C(N)=O)cccc3[nH]2)CCCN1. Cell line: RPMI7951. Synergy scores: synergy=-12.8. (5) Drug 1: O=P1(N(CCCl)CCCl)NCCCO1. Drug 2: O=C(CCCCCCC(=O)Nc1ccccc1)NO. Cell line: A2058. Synergy scores: synergy=5.55.